This data is from Catalyst prediction with 721,799 reactions and 888 catalyst types from USPTO. The task is: Predict which catalyst facilitates the given reaction. The catalyst class is: 11. Reactant: CC(C)([O-])C.[K+].Cl.[Cl:8][C:9]1[CH:10]=[C:11]2[C:16](=[CH:17][CH:18]=1)[CH2:15][NH:14][CH2:13][CH2:12]2.Br[C:20]1[CH:25]=[C:24]([CH3:26])[C:23]([NH:27][C:28](=[O:34])[CH2:29][C:30]([CH3:33])([CH3:32])[CH3:31])=[C:22]([CH3:35])[CH:21]=1. Product: [Cl:8][C:9]1[CH:10]=[C:11]2[C:16](=[CH:17][CH:18]=1)[CH2:15][N:14]([C:20]1[CH:25]=[C:24]([CH3:26])[C:23]([NH:27][C:28](=[O:34])[CH2:29][C:30]([CH3:31])([CH3:32])[CH3:33])=[C:22]([CH3:35])[CH:21]=1)[CH2:13][CH2:12]2.